From a dataset of Catalyst prediction with 721,799 reactions and 888 catalyst types from USPTO. Predict which catalyst facilitates the given reaction. (1) Reactant: Cl[C:2]1[CH:3]=[C:4]([C:9]2[N:13]3[C:14]4[N:22]=[C:21]([O:23][CH3:24])[CH:20]=[CH:19][C:15]=4[N:16]=[C:17]([CH3:18])[C:12]3=[C:11]([CH3:25])[N:10]=2)[CH:5]=[C:6]([Cl:8])[CH:7]=1.ClC1C=C[C:30]([O:36]C)=C(B(O)O)C=1.C([O-])([O-])=O.[K+].[K+]. Product: [Cl:8][C:6]1[CH:7]=[CH:2][C:3]([O:36][CH3:30])=[C:4]([C:9]2[N:13]3[C:14]4[N:22]=[C:21]([O:23][CH3:24])[CH:20]=[CH:19][C:15]=4[N:16]=[C:17]([CH3:18])[C:12]3=[C:11]([CH3:25])[N:10]=2)[CH:5]=1. The catalyst class is: 73. (2) Reactant: [CH2:1]([OH:3])[CH3:2].C1(P(C2C=CC=CC=2)C2C=CC=CC=2)C=CC=CC=1.[F:23][C:24]1[CH:25]=[CH:26][C:27]([N+:31]([O-:33])=[O:32])=[C:28](O)[CH:29]=1.N(C(OCC)=O)=NC(OCC)=O. Product: [CH2:1]([O:3][C:26]1[CH:25]=[C:24]([F:23])[CH:29]=[CH:28][C:27]=1[N+:31]([O-:33])=[O:32])[CH3:2]. The catalyst class is: 54. (3) Product: [C:1]([O:5][C:6]([NH:8][CH2:9][C:10]1[C:11]([CH2:27][CH:28]([CH3:30])[CH3:29])=[N:12][C:13]([CH3:26])=[C:14]([C:18]=1[C:19]1[CH:24]=[CH:23][C:22]([CH3:25])=[CH:21][CH:20]=1)[C:15]([O:17][CH2:33][C:34]1[CH:39]=[CH:38][CH:37]=[CH:36][N:35]=1)=[O:16])=[O:7])([CH3:4])([CH3:3])[CH3:2]. Reactant: [C:1]([O:5][C:6]([NH:8][CH2:9][C:10]1[C:11]([CH2:27][CH:28]([CH3:30])[CH3:29])=[N:12][C:13]([CH3:26])=[C:14]([C:18]=1[C:19]1[CH:24]=[CH:23][C:22]([CH3:25])=[CH:21][CH:20]=1)[C:15]([OH:17])=[O:16])=[O:7])([CH3:4])([CH3:3])[CH3:2].Br.Br[CH2:33][C:34]1[CH:39]=[CH:38][CH:37]=[CH:36][N:35]=1.C(=O)([O-])[O-].[K+].[K+]. The catalyst class is: 42. (4) Reactant: Br[C:2]1[CH:10]=[CH:9][C:8]([C:11]([NH2:13])=[O:12])=[C:7]2[C:3]=1[C:4]([CH3:15])=[C:5]([CH3:14])[NH:6]2.[CH3:16][C:17]1([CH3:33])[C:21]([CH3:23])([CH3:22])[O:20][B:19]([B:19]2[O:20][C:21]([CH3:23])([CH3:22])[C:17]([CH3:33])([CH3:16])[O:18]2)[O:18]1.C([O-])(=O)C.[K+]. Product: [CH3:14][C:5]1[NH:6][C:7]2[C:3]([C:4]=1[CH3:15])=[C:2]([B:19]1[O:20][C:21]([CH3:23])([CH3:22])[C:17]([CH3:33])([CH3:16])[O:18]1)[CH:10]=[CH:9][C:8]=2[C:11]([NH2:13])=[O:12]. The catalyst class is: 368. (5) Reactant: Cl.[C:2]([O:6][C:7](=[O:18])[C@H:8]([CH2:10][C:11]1[CH:16]=[CH:15][C:14]([Cl:17])=[CH:13][CH:12]=1)[NH2:9])([CH3:5])([CH3:4])[CH3:3].C([N:21]([CH2:24]C)CC)C.[C:26]([O:30][C:31](NC1NC2C=CC(C(O)=O)=CC=2N=1)=[O:32])([CH3:29])([CH3:28])[CH3:27].Cl.CN(C)CCCN=C=NCC.O[N:59]1[C:63]2[CH:64]=[CH:65][CH:66]=[CH:67][C:62]=2[N:61]=N1.[CH3:68][OH:69].ClCCl. Product: [C:31]([N:59]1[C:63]2[CH:64]=[CH:65][C:66]([C:68]([NH:9][C@@H:8]([CH2:10][C:11]3[CH:16]=[CH:15][C:14]([Cl:17])=[CH:13][CH:12]=3)[C:7]([O:6][C:2]([CH3:5])([CH3:3])[CH3:4])=[O:18])=[O:69])=[CH:67][C:62]=2[N:61]=[C:24]1[NH2:21])([O:30][C:26]([CH3:27])([CH3:28])[CH3:29])=[O:32]. The catalyst class is: 4.